This data is from Retrosynthesis with 50K atom-mapped reactions and 10 reaction types from USPTO. The task is: Predict the reactants needed to synthesize the given product. (1) Given the product Cc1onc(NS(=O)(=O)c2cccc3ccccc23)c1Br, predict the reactants needed to synthesize it. The reactants are: Cc1onc(N)c1Br.O=S(=O)(Cl)c1cccc2ccccc12. (2) The reactants are: CN.O=[N+]([O-])c1cccc(Br)c1Cl. Given the product CNc1c(Br)cccc1[N+](=O)[O-], predict the reactants needed to synthesize it. (3) Given the product NCCCn1c(N)c(C(N)=O)c(=O)c2cnc(Nc3ccc(N4CCOCC4)cc3)nc21, predict the reactants needed to synthesize it. The reactants are: CC(C)(C)OC(=O)NCCCn1c(N)c(C(N)=O)c(=O)c2cnc(Nc3ccc(N4CCOCC4)cc3)nc21. (4) The reactants are: Cc1ccc(C#N)c(Br)c1.O=C1CCC(=O)N1Br. Given the product N#Cc1ccc(CBr)cc1Br, predict the reactants needed to synthesize it. (5) The reactants are: CNOC.O=C(O)C1CCC(c2ccccc2)CC1. Given the product CON(C)C(=O)C1CCC(c2ccccc2)CC1, predict the reactants needed to synthesize it. (6) Given the product COc1c(Cl)cc(C(C)(C)C)cc1[N+](=O)[O-], predict the reactants needed to synthesize it. The reactants are: CC(C)(C)c1cc(Cl)c(O)c([N+](=O)[O-])c1.CI. (7) Given the product O=C(c1cccnc1)c1nccnc1Cl, predict the reactants needed to synthesize it. The reactants are: OC(c1cccnc1)c1nccnc1Cl. (8) Given the product O=Cc1cc(-c2ccco2)ccc1F, predict the reactants needed to synthesize it. The reactants are: CCCC[Sn](CCCC)(CCCC)c1ccco1.O=Cc1cc(Br)ccc1F. (9) Given the product CN(C)CCC(O)c1ccccc1, predict the reactants needed to synthesize it. The reactants are: CN(C)CCC(=O)c1ccccc1.